This data is from Forward reaction prediction with 1.9M reactions from USPTO patents (1976-2016). The task is: Predict the product of the given reaction. (1) Given the reactants [C:1]([C:3]1[CH:4]=[C:5]2[C:10](=[CH:11][CH:12]=1)[NH:9][CH2:8][CH:7]([NH:13][S:14]([C:17]1[CH:22]=[CH:21][CH:20]=[CH:19][CH:18]=1)(=[O:16])=[O:15])[CH2:6]2)#[N:2].[CH:23]1[CH:24]=[CH:25][C:26](P([C:23]2[C:28]([C:23]3[C:28](P([C:23]4[CH:28]=[CH:27][CH:26]=[CH:25][CH:24]=4)[C:23]4[CH:28]=[CH:27][CH:26]=[CH:25][CH:24]=4)=[CH:27][CH:26]=[C:25]4[C:24]=3C=CC=C4)=[C:27]3[C:26](C=CC=C3)=[CH:25][CH:24]=2)[C:23]2[CH:28]=[CH:27][CH:26]=[CH:25][CH:24]=2)=[CH:27][CH:28]=1.BrC1C=CC=CC=1.CC([O-])(C)C.[K+], predict the reaction product. The product is: [C:1]([C:3]1[CH:4]=[C:5]2[C:10](=[CH:11][CH:12]=1)[N:9]([C:23]1[CH:24]=[CH:25][CH:26]=[CH:27][CH:28]=1)[CH2:8][CH:7]([NH:13][S:14]([C:17]1[CH:22]=[CH:21][CH:20]=[CH:19][CH:18]=1)(=[O:16])=[O:15])[CH2:6]2)#[N:2]. (2) Given the reactants [NH2:1][C:2]1[NH:7][C:6](=[O:8])[NH:5][C:4](=[O:9])[CH:3]=1.[C:10]([O-])(=O)[CH3:11].[Na+].ClCC=O, predict the reaction product. The product is: [N:7]1[C:2]2[NH:1][CH:10]=[CH:11][C:3]=2[C:4]([OH:9])=[N:5][C:6]=1[OH:8].